Dataset: Full USPTO retrosynthesis dataset with 1.9M reactions from patents (1976-2016). Task: Predict the reactants needed to synthesize the given product. Given the product [NH2:1][C:2]1[S:3][C:4]([CH3:17])=[C:5]([C:12]([F:14])([F:13])[F:15])[C:6]=1[C:7]([O:9][CH2:10][CH3:11])=[O:8], predict the reactants needed to synthesize it. The reactants are: [NH2:1][C:2]1[S:3][CH:4]([CH3:17])[C:5](O)([C:12]([F:15])([F:14])[F:13])[C:6]=1[C:7]([O:9][CH2:10][CH3:11])=[O:8].CC1C=CC(S(O)(=O)=O)=CC=1.